This data is from Peptide-MHC class I binding affinity with 185,985 pairs from IEDB/IMGT. The task is: Regression. Given a peptide amino acid sequence and an MHC pseudo amino acid sequence, predict their binding affinity value. This is MHC class I binding data. (1) The peptide sequence is APRELLQYI. The MHC is HLA-B48:01 with pseudo-sequence HLA-B48:01. The binding affinity (normalized) is 0.0847. (2) The peptide sequence is QIYAGIKVK. The MHC is HLA-B15:01 with pseudo-sequence HLA-B15:01. The binding affinity (normalized) is 0.00444. (3) The peptide sequence is EVAESVMFM. The MHC is HLA-B39:01 with pseudo-sequence HLA-B39:01. The binding affinity (normalized) is 0.0847. (4) The peptide sequence is MPTDGLVGF. The MHC is HLA-B07:02 with pseudo-sequence HLA-B07:02. The binding affinity (normalized) is 0.530.